This data is from NCI-60 drug combinations with 297,098 pairs across 59 cell lines. The task is: Regression. Given two drug SMILES strings and cell line genomic features, predict the synergy score measuring deviation from expected non-interaction effect. (1) Drug 1: C1CC(=O)NC(=O)C1N2CC3=C(C2=O)C=CC=C3N. Drug 2: CCCS(=O)(=O)NC1=C(C(=C(C=C1)F)C(=O)C2=CNC3=C2C=C(C=N3)C4=CC=C(C=C4)Cl)F. Cell line: U251. Synergy scores: CSS=7.25, Synergy_ZIP=-4.09, Synergy_Bliss=0.976, Synergy_Loewe=2.55, Synergy_HSA=2.66. (2) Synergy scores: CSS=-0.577, Synergy_ZIP=1.17, Synergy_Bliss=2.76, Synergy_Loewe=-1.89, Synergy_HSA=0.156. Drug 1: C1=C(C(=O)NC(=O)N1)N(CCCl)CCCl. Drug 2: COC1=NC(=NC2=C1N=CN2C3C(C(C(O3)CO)O)O)N. Cell line: OVCAR-4. (3) Drug 1: CC1=C(C=C(C=C1)NC2=NC=CC(=N2)N(C)C3=CC4=NN(C(=C4C=C3)C)C)S(=O)(=O)N.Cl. Drug 2: CS(=O)(=O)C1=CC(=C(C=C1)C(=O)NC2=CC(=C(C=C2)Cl)C3=CC=CC=N3)Cl. Cell line: BT-549. Synergy scores: CSS=4.52, Synergy_ZIP=4.57, Synergy_Bliss=9.59, Synergy_Loewe=5.24, Synergy_HSA=6.93.